From a dataset of Forward reaction prediction with 1.9M reactions from USPTO patents (1976-2016). Predict the product of the given reaction. (1) Given the reactants [CH3:1][O:2][C:3]1[C:4]([CH2:9][C:10]([NH:12][C:13]2[CH:18]=[CH:17][CH:16]=[C:15]([B:19]3[O:23][C:22]([CH3:25])([CH3:24])[C:21]([CH3:27])([CH3:26])[O:20]3)[C:14]=2[CH3:28])=[O:11])=[N:5][CH:6]=[CH:7][CH:8]=1.C1N=CN([C:34](N2C=NC=C2)=[O:35])C=1, predict the reaction product. The product is: [CH3:1][O:2][C:3]1[C:4]2[N:5]([C:34](=[O:35])[N:12]([C:13]3[CH:18]=[CH:17][CH:16]=[C:15]([B:19]4[O:23][C:22]([CH3:24])([CH3:25])[C:21]([CH3:27])([CH3:26])[O:20]4)[C:14]=3[CH3:28])[C:10](=[O:11])[CH:9]=2)[CH:6]=[CH:7][CH:8]=1. (2) Given the reactants [C:1]1([S:7]([C:10]2[CH:18]=[C:17]3[C:13]([C:14]([CH3:30])([CH3:29])[CH2:15][N:16]3[Si](C(C)C)(C(C)C)C(C)C)=[CH:12][C:11]=2[F:31])(=[O:9])=[O:8])[CH:6]=[CH:5][CH:4]=[CH:3][CH:2]=1.CCCC[N+](CCCC)(CCCC)CCCC.[F-], predict the reaction product. The product is: [C:1]1([S:7]([C:10]2[CH:18]=[C:17]3[C:13]([C:14]([CH3:29])([CH3:30])[CH2:15][NH:16]3)=[CH:12][C:11]=2[F:31])(=[O:9])=[O:8])[CH:2]=[CH:3][CH:4]=[CH:5][CH:6]=1. (3) Given the reactants C([Li])CCC.Br[C:7]1[CH:8]=[N:9][C:10]([O:13][CH3:14])=[N:11][CH:12]=1.[Br:15][C:16]1[CH:21]=[CH:20][C:19]([C@@H:22]([C:30]2[CH:35]=[CH:34][CH:33]=[CH:32][C:31]=2[CH3:36])[CH2:23][C:24](N(OC)C)=[O:25])=[CH:18][CH:17]=1.[Cl-].[NH4+], predict the reaction product. The product is: [Br:15][C:16]1[CH:17]=[CH:18][C:19]([C@@H:22]([C:30]2[CH:35]=[CH:34][CH:33]=[CH:32][C:31]=2[CH3:36])[CH2:23][C:24]([C:7]2[CH:8]=[N:9][C:10]([O:13][CH3:14])=[N:11][CH:12]=2)=[O:25])=[CH:20][CH:21]=1. (4) Given the reactants [OH-].[Na+].[CH3:3][C:4]1([C:17]([O:19]CC)=[O:18])[CH2:9][CH2:8][N:7]([C:10]([O:12][C:13]([CH3:16])([CH3:15])[CH3:14])=[O:11])[CH2:6][CH2:5]1, predict the reaction product. The product is: [C:13]([O:12][C:10]([N:7]1[CH2:8][CH2:9][C:4]([CH3:3])([C:17]([OH:19])=[O:18])[CH2:5][CH2:6]1)=[O:11])([CH3:16])([CH3:14])[CH3:15]. (5) The product is: [CH3:22][C:12]1[CH:17]=[CH:16][C:15]([S:18]([O:8][CH2:7][CH:4]2[CH2:5][CH2:6][O:1][CH2:2][CH2:3]2)(=[O:20])=[O:19])=[CH:14][CH:13]=1. Given the reactants [O:1]1[CH2:6][CH2:5][CH:4]([CH2:7][OH:8])[CH2:3][CH2:2]1.C(Cl)Cl.[C:12]1([CH3:22])[CH:17]=[CH:16][C:15]([S:18](Cl)(=[O:20])=[O:19])=[CH:14][CH:13]=1, predict the reaction product. (6) Given the reactants Cl.[F:2][C:3]([F:23])([F:22])[C:4]1[CH:21]=[CH:20][CH:19]=[CH:18][C:5]=1[CH:6]([O:13][CH:14]1[CH2:17][NH:16][CH2:15]1)[C:7]1[CH:12]=[CH:11][CH:10]=[CH:9][CH:8]=1.[N-:24]=[C:25]=[O:26], predict the reaction product. The product is: [F:23][C:3]([F:2])([F:22])[C:4]1[CH:21]=[CH:20][CH:19]=[CH:18][C:5]=1[CH:6]([O:13][CH:14]1[CH2:17][N:16]([C:25]([NH:24][CH2:3][C:4]2[CH:21]=[CH:20][CH:19]=[CH:18][CH:5]=2)=[O:26])[CH2:15]1)[C:7]1[CH:8]=[CH:9][CH:10]=[CH:11][CH:12]=1. (7) The product is: [C:23]([C:27]1[O:28][C:29]([CH:36]=[O:37])=[CH:30][C:31]=1[S:32]([NH2:35])(=[O:34])=[O:33])([CH3:26])([CH3:24])[CH3:25]. Given the reactants CC(OI1(OC(C)=O)(OC(C)=O)OC(=O)C2C1=CC=CC=2)=O.[C:23]([C:27]1[O:28][C:29]([CH2:36][OH:37])=[CH:30][C:31]=1[S:32]([NH2:35])(=[O:34])=[O:33])([CH3:26])([CH3:25])[CH3:24].S([O-])([O-])(=O)=S.[Na+].[Na+], predict the reaction product. (8) Given the reactants [CH3:1][C:2]1[CH:10]=[C:9]2[C:5]([CH:6]=[CH:7][NH:8]2)=[CH:4][C:3]=1[O:11][C:12]1[CH:13]=[N:14][CH:15]=[N:16][CH:17]=1.[F:18][C:19]1[CH:24]=[CH:23][CH:22]=[CH:21][C:20]=1/[CH:25]=[CH:26]/[N+:27]([O-:29])=[O:28], predict the reaction product. The product is: [F:18][C:19]1[CH:24]=[CH:23][CH:22]=[CH:21][C:20]=1[CH:25]([C:6]1[C:5]2[C:9](=[CH:10][C:2]([CH3:1])=[C:3]([O:11][C:12]3[CH:13]=[N:14][CH:15]=[N:16][CH:17]=3)[CH:4]=2)[NH:8][CH:7]=1)[CH2:26][N+:27]([O-:29])=[O:28].